The task is: Predict the product of the given reaction.. This data is from Forward reaction prediction with 1.9M reactions from USPTO patents (1976-2016). Given the reactants [CH:1]1([C:6]2[CH:7]=[C:8]([OH:12])[CH:9]=[CH:10][CH:11]=2)[CH2:5][CH2:4][CH2:3][CH2:2]1.[CH2:13](Br)[C:14]1[CH:19]=[CH:18][CH:17]=[CH:16][CH:15]=1.C(=O)([O-])[O-].[K+].[K+], predict the reaction product. The product is: [CH:1]1([C:6]2[CH:11]=[CH:10][CH:9]=[C:8]([O:12][CH2:13][C:14]3[CH:19]=[CH:18][CH:17]=[CH:16][CH:15]=3)[CH:7]=2)[CH2:2][CH2:3][CH2:4][CH2:5]1.